Dataset: Forward reaction prediction with 1.9M reactions from USPTO patents (1976-2016). Task: Predict the product of the given reaction. (1) Given the reactants [CH2:1]([O:3][C:4](=[O:34])[CH:5]([CH2:11][C:12]1[CH:17]=[CH:16][C:15]([CH:18]([CH3:32])[C:19]([C:25]2[CH:30]=[CH:29][N:28]=[C:27]([Cl:31])[CH:26]=2)([OH:24])[C:20]([F:23])([F:22])[F:21])=[C:14]([Cl:33])[CH:13]=1)C(OCC)=O)[CH3:2].[Na+].[Cl-].O, predict the reaction product. The product is: [CH2:1]([O:3][C:4](=[O:34])[CH2:5][CH2:11][C:12]1[CH:17]=[CH:16][C:15]([CH:18]([CH3:32])[C:19]([C:25]2[CH:30]=[CH:29][N:28]=[C:27]([Cl:31])[CH:26]=2)([OH:24])[C:20]([F:21])([F:23])[F:22])=[C:14]([Cl:33])[CH:13]=1)[CH3:2]. (2) The product is: [C:35](=[O:38])([S:37][C@H:6]1[C@@H:11]([CH3:12])[CH2:10][C@@H:9]([C:13]2[CH:18]=[CH:17][N:16]=[CH:15][C:14]=2[NH:19][C:20]([O:22][C:23]([CH3:24])([CH3:25])[CH3:26])=[O:21])[CH2:8][C@H:7]1[NH:27][C:28]([O:30][C:31]([CH3:32])([CH3:34])[CH3:33])=[O:29])[CH3:36]. Given the reactants CS(O[C@@H:6]1[C@@H:11]([CH3:12])[CH2:10][C@@H:9]([C:13]2[CH:18]=[CH:17][N:16]=[CH:15][C:14]=2[NH:19][C:20]([O:22][C:23]([CH3:26])([CH3:25])[CH3:24])=[O:21])[CH2:8][C@H:7]1[NH:27][C:28]([O:30][C:31]([CH3:34])([CH3:33])[CH3:32])=[O:29])(=O)=O.[C:35]([O-:38])(=[S:37])[CH3:36].[K+], predict the reaction product. (3) Given the reactants [CH2:1]([N:8]([CH2:10][C:11]1[C:12]([C:43]([O:45][CH2:46][CH3:47])=[O:44])=[C:13]([N:28]([CH2:34][C:35]2[C:40]([F:41])=[CH:39][CH:38]=[CH:37][C:36]=2[F:42])[C:29]([O:31][CH2:32][CH3:33])=[O:30])[S:14][C:15]=1[C:16]1[CH:21]=[CH:20][C:19]([NH:22][C:23]([NH:25][O:26][CH3:27])=[O:24])=[CH:18][CH:17]=1)C)C1C=CC=CC=1.Cl, predict the reaction product. The product is: [F:42][C:36]1[CH:37]=[CH:38][CH:39]=[C:40]([F:41])[C:35]=1[CH2:34][N:28]([C:29]([O:31][CH2:32][CH3:33])=[O:30])[C:13]1[S:14][C:15]([C:16]2[CH:17]=[CH:18][C:19]([NH:22][C:23]([NH:25][O:26][CH3:27])=[O:24])=[CH:20][CH:21]=2)=[C:11]([CH2:10][NH:8][CH3:1])[C:12]=1[C:43]([O:45][CH2:46][CH3:47])=[O:44]. (4) Given the reactants Cl[C:2]1[CH:7]=[C:6]([C:8]2[CH:13]=[CH:12][CH:11]=[C:10]([F:14])[C:9]=2[F:15])[CH:5]=[CH:4][N:3]=1.[N:16]1([C:22]([O:24][C:25]([CH3:28])([CH3:27])[CH3:26])=[O:23])[CH2:21][CH2:20][NH:19][CH2:18][CH2:17]1.CC(C)([O-])C.[Na+], predict the reaction product. The product is: [F:15][C:9]1[C:10]([F:14])=[CH:11][CH:12]=[CH:13][C:8]=1[C:6]1[CH:5]=[CH:4][N:3]=[C:2]([N:19]2[CH2:18][CH2:17][N:16]([C:22]([O:24][C:25]([CH3:28])([CH3:27])[CH3:26])=[O:23])[CH2:21][CH2:20]2)[CH:7]=1. (5) Given the reactants [H-].[Na+].[Cl:3][C:4]1[C:13]2[N:14]=[CH:15][N:16]([CH2:17][C:18]([CH3:21])([OH:20])[CH3:19])[C:12]=2[C:11]2[CH:10]=[CH:9][CH:8]=[CH:7][C:6]=2[N:5]=1.[CH:22]([S:24]([CH3:27])(=[O:26])=[O:25])=[CH2:23], predict the reaction product. The product is: [Cl:3][C:4]1[C:13]2[N:14]=[CH:15][N:16]([CH2:17][C:18]([CH3:21])([O:20][CH2:23][CH2:22][S:24]([CH3:27])(=[O:26])=[O:25])[CH3:19])[C:12]=2[C:11]2[CH:10]=[CH:9][CH:8]=[CH:7][C:6]=2[N:5]=1. (6) The product is: [ClH:33].[ClH:33].[CH3:14][N:15]1[CH2:20][CH2:19][N:18]([CH2:21][C:22]2[CH:27]=[CH:26][CH:25]=[CH:24][C:23]=2[C:28](=[O:30])/[CH:29]=[CH:1]/[C:3]2[CH:13]=[CH:12][C:6](/[CH:7]=[CH:8]/[C:9]([OH:11])=[O:10])=[CH:5][CH:4]=2)[CH2:17][CH2:16]1. Given the reactants [CH:1]([C:3]1[CH:13]=[CH:12][C:6]([CH:7]=[CH:8][C:9]([OH:11])=[O:10])=[CH:5][CH:4]=1)=O.[CH3:14][N:15]1[CH2:20][CH2:19][N:18]([CH2:21][C:22]2[CH:27]=[CH:26][CH:25]=[CH:24][C:23]=2[C:28](=[O:30])[CH3:29])[CH2:17][CH2:16]1.[OH-].[K+].[ClH:33], predict the reaction product.